Dataset: Full USPTO retrosynthesis dataset with 1.9M reactions from patents (1976-2016). Task: Predict the reactants needed to synthesize the given product. (1) The reactants are: [N:1]1([C:7]2[CH:12]=[CH:11][C:10]([N:13]3[C:17](=[O:18])[CH2:16][CH:15]([CH2:19][N:20]4C(=O)C5C(=CC=CC=5)C4=O)[CH2:14]3)=[CH:9][CH:8]=2)[CH2:6][CH2:5][O:4][CH2:3][CH2:2]1.O.NN. Given the product [NH2:20][CH2:19][CH:15]1[CH2:14][N:13]([C:10]2[CH:9]=[CH:8][C:7]([N:1]3[CH2:6][CH2:5][O:4][CH2:3][CH2:2]3)=[CH:12][CH:11]=2)[C:17](=[O:18])[CH2:16]1, predict the reactants needed to synthesize it. (2) Given the product [CH3:27][NH:28][C:18]([CH:15]1[CH2:16][CH2:17][CH:12]([NH:11][C:9]2[CH:10]=[C:2]([Cl:1])[CH:3]=[C:4]3[C:8]=2[NH:7][C:6]([C:21]2[CH:22]=[CH:23][CH:24]=[CH:25][CH:26]=2)=[CH:5]3)[CH2:13][CH2:14]1)=[O:19], predict the reactants needed to synthesize it. The reactants are: [Cl:1][C:2]1[CH:3]=[C:4]2[C:8](=[C:9]([NH:11][CH:12]3[CH2:17][CH2:16][CH:15]([C:18](O)=[O:19])[CH2:14][CH2:13]3)[CH:10]=1)[NH:7][C:6]([C:21]1[CH:26]=[CH:25][CH:24]=[CH:23][CH:22]=1)=[CH:5]2.[CH3:27][NH2:28]. (3) Given the product [C:2]([N:6]1[C:16]([CH3:17])=[C:12]([C:13]([O:15][CH2:19][CH3:20])=[O:14])[CH:11]=[N:7]1)([CH3:5])([CH3:4])[CH3:3], predict the reactants needed to synthesize it. The reactants are: Cl.[C:2]([NH:6][NH2:7])([CH3:5])([CH3:4])[CH3:3].CN([CH:11]=[C:12]([C:16](=O)[CH3:17])[C:13]([O-:15])=[O:14])C.[CH2:19](O)[CH3:20].